This data is from Catalyst prediction with 721,799 reactions and 888 catalyst types from USPTO. The task is: Predict which catalyst facilitates the given reaction. (1) Reactant: [NH2:1][C:2]1[CH:3]=[C:4]([CH:9]=[CH:10][C:11]=1[C:12]1[CH:21]=[CH:20][C:19]2[C:14](=[CH:15][CH:16]=[C:17]([O:22][CH3:23])[CH:18]=2)[CH:13]=1)[C:5]([O:7][CH3:8])=[O:6].CCN(C(C)C)C(C)C.[CH2:33]([O:36][CH2:37][CH2:38]Br)[CH2:34]Br. Product: [CH3:23][O:22][C:17]1[CH:18]=[C:19]2[C:14](=[CH:15][CH:16]=1)[CH:13]=[C:12]([C:11]1[CH:10]=[CH:9][C:4]([C:5]([O:7][CH3:8])=[O:6])=[CH:3][C:2]=1[N:1]1[CH2:38][CH2:37][O:36][CH2:33][CH2:34]1)[CH:21]=[CH:20]2. The catalyst class is: 11. (2) Reactant: [CH3:1][O:2][C:3]1[CH:12]=[C:11]2[C:6]([CH2:7][CH2:8][N:9]([C:13]([O:15][C:16]([CH3:19])([CH3:18])[CH3:17])=[O:14])[CH2:10]2)=[CH:5][CH:4]=1.C(OC(=O)C)(=O)C.[N+:27]([O-])([OH:29])=[O:28].C(=O)(O)[O-].[Na+]. Product: [CH3:1][O:2][C:3]1[CH:12]=[C:11]2[C:6]([CH2:7][CH2:8][N:9]([C:13]([O:15][C:16]([CH3:19])([CH3:18])[CH3:17])=[O:14])[CH2:10]2)=[CH:5][C:4]=1[N+:27]([O-:29])=[O:28]. The catalyst class is: 463. (3) Reactant: [CH:1]([CH:4]1[N:13]2[C:8](=[CH:9][C:10](=[O:19])[C:11]([C:14]([O:16]CC)=[O:15])=[CH:12]2)[C:7]2[CH:20]=[C:21]([O:31][CH3:32])[C:22]([O:24][CH2:25][CH2:26][CH2:27][CH2:28][O:29][CH3:30])=[CH:23][C:6]=2[CH2:5]1)([CH3:3])[CH3:2].CO.O[Li].O. Product: [CH:1]([CH:4]1[N:13]2[C:8](=[CH:9][C:10](=[O:19])[C:11]([C:14]([OH:16])=[O:15])=[CH:12]2)[C:7]2[CH:20]=[C:21]([O:31][CH3:32])[C:22]([O:24][CH2:25][CH2:26][CH2:27][CH2:28][O:29][CH3:30])=[CH:23][C:6]=2[CH2:5]1)([CH3:3])[CH3:2]. The catalyst class is: 6. (4) Reactant: [OH-].[K+].[O:3]1[CH2:8][CH2:7][C:6](=[O:9])[CH2:5][CH2:4]1.[F:10][C:11]1[CH:18]=[CH:17][C:14]([CH:15]=O)=[CH:13][CH:12]=1.Cl. Product: [F:10][C:11]1[CH:18]=[CH:17][C:14]([CH:15]=[C:5]2[C:6](=[O:9])[CH2:7][CH2:8][O:3][CH2:4]2)=[CH:13][CH:12]=1. The catalyst class is: 6.